From a dataset of Reaction yield outcomes from USPTO patents with 853,638 reactions. Predict the reaction yield, written as a fraction of the theoretical maximum amount of product (1.0 means a 100% yield; for example, 0.34 means a 34% yield). (1) The reactants are Cl[C:2]([F:7])([F:6])C([O-])=O.[Na+].[OH:9][C:10]1[CH:17]=[CH:16][C:13]([CH:14]=[O:15])=[CH:12][C:11]=1[CH3:18].C(=O)([O-])[O-].[K+].[K+]. The catalyst is CN(C=O)C.O. The product is [F:7][CH:2]([F:6])[O:9][C:10]1[CH:17]=[CH:16][C:13]([CH:14]=[O:15])=[CH:12][C:11]=1[CH3:18]. The yield is 0.630. (2) The reactants are [NH2:1][CH2:2][C:3]([F:10])([F:9])[C:4]([O:6][CH2:7][CH3:8])=[O:5].[C:11]1(=O)[CH2:15][CH2:14][CH2:13][CH2:12]1.CC([O-])=O.[Na+].C(O[BH-](OC(=O)C)OC(=O)C)(=O)C.[Na+].C([O-])(O)=O.[Na+]. The catalyst is CCOC(C)=O.C1COCC1. The product is [CH:11]1([NH:1][CH2:2][C:3]([F:10])([F:9])[C:4]([O:6][CH2:7][CH3:8])=[O:5])[CH2:15][CH2:14][CH2:13][CH2:12]1. The yield is 0.890. (3) The reactants are [CH3:1][N:2]([CH3:19])[CH2:3][CH2:4][N:5]([CH3:18])[C:6]1[C:14]2[C:9](=[CH:10][CH:11]=[C:12]([N+:15]([O-])=O)[CH:13]=2)[NH:8][N:7]=1. The catalyst is CO.[Pd]. The product is [CH3:1][N:2]([CH3:19])[CH2:3][CH2:4][N:5]([CH3:18])[C:6]1[C:14]2[C:9](=[CH:10][CH:11]=[C:12]([NH2:15])[CH:13]=2)[NH:8][N:7]=1. The yield is 0.930. (4) The reactants are [CH3:1][N:2]1[C:6]2=[N:7][CH:8]=[CH:9][CH:10]=[C:5]2[C:4]([CH:11]=O)=[CH:3]1.[CH3:13][N:14]1C2C(=CC=CC=2)C(C)=C1C=O. No catalyst specified. The product is [CH3:1][N:2]1[C:6]2=[N:7][CH:8]=[CH:9][CH:10]=[C:5]2[C:4]([CH2:11][NH:14][CH3:13])=[CH:3]1. The yield is 0.450. (5) The reactants are [F:1][C:2]([F:11])([F:10])[C:3]1[CH:4]=[C:5]([NH2:9])[CH:6]=[CH:7][CH:8]=1.[O:12]1[C:16]2([CH2:21][CH2:20][N:19]([C:22]3[CH:23]=[C:24]([CH:28]=[CH:29][C:30]=3[CH3:31])[C:25](O)=[O:26])[CH2:18][CH2:17]2)[O:15][CH2:14][CH2:13]1.CCN(C(C)C)C(C)C.CN(C(ON1N=NC2C=CC=NC1=2)=[N+](C)C)C.F[P-](F)(F)(F)(F)F. The catalyst is CN(C=O)C.C(OCC)(=O)C. The product is [O:15]1[C:16]2([CH2:21][CH2:20][N:19]([C:22]3[CH:23]=[C:24]([CH:28]=[CH:29][C:30]=3[CH3:31])[C:25]([NH:9][C:5]3[CH:6]=[CH:7][CH:8]=[C:3]([C:2]([F:10])([F:11])[F:1])[CH:4]=3)=[O:26])[CH2:18][CH2:17]2)[O:12][CH2:13][CH2:14]1. The yield is 0.686. (6) The reactants are [C:1]([C:5]1[CH:10]=[CH:9][C:8]([C:11]2[O:12][C:13](=[O:20])[C:14]3[S:19][CH:18]=[CH:17][C:15]=3[N:16]=2)=[CH:7][CH:6]=1)([CH3:4])([CH3:3])[CH3:2].[CH3:21][O:22][C:23]1[CH:28]=[CH:27][C:26]([NH2:29])=[CH:25][CH:24]=1.C1(C)C=CC(S(O)(=O)=O)=CC=1. The catalyst is C1(C)C=CC=CC=1. The product is [C:1]([C:5]1[CH:10]=[CH:9][C:8]([C:11]([NH:16][C:15]2[CH:17]=[CH:18][S:19][C:14]=2[C:13]([NH:29][C:26]2[CH:27]=[CH:28][C:23]([O:22][CH3:21])=[CH:24][CH:25]=2)=[O:20])=[O:12])=[CH:7][CH:6]=1)([CH3:4])([CH3:3])[CH3:2]. The yield is 0.410. (7) The reactants are [CH3:1][C:2]1[C:7]2[N:8]=[C:9]([C:11]3[CH:16]=[CH:15][C:14]([O:17]C)=[CH:13][CH:12]=3)[S:10][C:6]=2[CH:5]=[C:4]([O:19]C)[CH:3]=1.B(Br)(Br)Br. No catalyst specified. The product is [CH3:1][C:2]1[C:7]2[N:8]=[C:9]([C:11]3[CH:16]=[CH:15][C:14]([OH:17])=[CH:13][CH:12]=3)[S:10][C:6]=2[CH:5]=[C:4]([OH:19])[CH:3]=1. The yield is 0.670.